This data is from Catalyst prediction with 721,799 reactions and 888 catalyst types from USPTO. The task is: Predict which catalyst facilitates the given reaction. Reactant: [NH2:1][C:2]1[C:3]([N:21]2[CH2:26][CH2:25][N:24]([C:27]3[CH:32]=[C:31]([F:33])[CH:30]=[CH:29][C:28]=3[CH3:34])[CH2:23][CH2:22]2)=[CH:4][C:5]([Cl:20])=[C:6]([CH:19]=1)[C:7]([NH:9][CH2:10][CH2:11][CH2:12][N:13]1[CH2:17][CH2:16][CH2:15][C:14]1=[O:18])=[O:8].CN(C)C=O.CN(C(ON1N=NC2C=CC=NC1=2)=[N+](C)C)C.F[P-](F)(F)(F)(F)F.C(N(CC)C(C)C)(C)C.[CH:73]1([C:76]2[O:77][CH:78]=[C:79]([C:81](O)=[O:82])[N:80]=2)[CH2:75][CH2:74]1. The catalyst class is: 69. Product: [Cl:20][C:5]1[C:6]([C:7](=[O:8])[NH:9][CH2:10][CH2:11][CH2:12][N:13]2[CH2:17][CH2:16][CH2:15][C:14]2=[O:18])=[CH:19][C:2]([NH:1][C:81]([C:79]2[N:80]=[C:76]([CH:73]3[CH2:75][CH2:74]3)[O:77][CH:78]=2)=[O:82])=[C:3]([N:21]2[CH2:22][CH2:23][N:24]([C:27]3[CH:32]=[C:31]([F:33])[CH:30]=[CH:29][C:28]=3[CH3:34])[CH2:25][CH2:26]2)[CH:4]=1.